Dataset: Full USPTO retrosynthesis dataset with 1.9M reactions from patents (1976-2016). Task: Predict the reactants needed to synthesize the given product. (1) Given the product [Cl:19][C:16]1[CH:15]=[CH:14][C:13]([C@H:11]2[C@@H:10]([C:20]3[CH:21]=[CH:22][C:23]([Cl:26])=[CH:24][CH:25]=3)[N:9]([C:27]([N:46]3[CH2:45][CH2:44][N:43]([S:40]([CH2:38][CH3:39])(=[O:42])=[O:41])[CH2:48][CH2:47]3)=[O:28])[C:8]([C:6]3[C:5]([O:30][CH2:31][CH3:32])=[CH:4][C:3]([C:33]([CH3:35])([CH3:34])[C:36]#[N:37])=[C:2]([Cl:1])[CH:7]=3)=[N:12]2)=[CH:18][CH:17]=1, predict the reactants needed to synthesize it. The reactants are: [Cl:1][C:2]1[C:3]([C:33]([C:36]#[N:37])([CH3:35])[CH3:34])=[CH:4][C:5]([O:30][CH2:31][CH3:32])=[C:6]([C:8]2[N:9]([C:27](Cl)=[O:28])[C@H:10]([C:20]3[CH:25]=[CH:24][C:23]([Cl:26])=[CH:22][CH:21]=3)[C@H:11]([C:13]3[CH:18]=[CH:17][C:16]([Cl:19])=[CH:15][CH:14]=3)[N:12]=2)[CH:7]=1.[CH2:38]([S:40]([N:43]1[CH2:48][CH2:47][NH:46][CH2:45][CH2:44]1)(=[O:42])=[O:41])[CH3:39]. (2) Given the product [CH3:1][C:2]1[CH:7]=[CH:6][CH:5]=[CH:4][C:3]=1[C:8]1[C:21](=[O:22])[N:20]([C@H:23]2[CH2:27][CH2:26][N:25]([S:28]([CH3:31])(=[O:30])=[O:29])[CH2:24]2)[C:11]2[N:12]=[C:13]([NH:32][CH:33]3[CH2:34][CH2:35][N:36]([C:39]([O:41][C:42]([CH3:45])([CH3:44])[CH3:43])=[O:40])[CH2:37][CH2:38]3)[N:14]=[CH:15][C:10]=2[CH:9]=1, predict the reactants needed to synthesize it. The reactants are: [CH3:1][C:2]1[CH:7]=[CH:6][CH:5]=[CH:4][C:3]=1[C:8]1[C:21](=[O:22])[N:20]([C@H:23]2[CH2:27][CH2:26][N:25]([S:28]([CH3:31])(=[O:30])=[O:29])[CH2:24]2)[C:11]2[N:12]=[C:13](S(C)(=O)=O)[N:14]=[CH:15][C:10]=2[CH:9]=1.[NH2:32][CH:33]1[CH2:38][CH2:37][N:36]([C:39]([O:41][C:42]([CH3:45])([CH3:44])[CH3:43])=[O:40])[CH2:35][CH2:34]1.O. (3) Given the product [OH:13][CH2:12][C:11]([NH:44][S:41]([C:32]1[CH:33]=[CH:34][C:35]([CH3:40])=[C:36]([NH:37][C:12]([C:11]2[CH:10]=[N:9][N:8]3[C:3]([CH:2]([F:25])[F:1])=[CH:4][C:5]([C:15]4[CH:16]=[CH:17][C:18]([C:21]([F:24])([F:22])[F:23])=[CH:19][CH:20]=4)=[N:6][C:7]=23)=[O:13])[CH:31]=1)(=[O:42])=[O:43])([CH3:10])[CH3:7], predict the reactants needed to synthesize it. The reactants are: [F:1][CH:2]([F:25])[C:3]1[N:8]2[N:9]=[CH:10][C:11]([C:12](O)=[O:13])=[C:7]2[N:6]=[C:5]([C:15]2[CH:20]=[CH:19][C:18]([C:21]([F:24])([F:23])[F:22])=[CH:17][CH:16]=2)[CH:4]=1.OCC([C:31]1[C:36]([N+:37]([O-])=O)=[C:35]([CH3:40])[CH:34]=[CH:33][C:32]=1[S:41]([NH2:44])(=[O:43])=[O:42])(C)C. (4) Given the product [CH:1]1([CH2:4][N:5]2[C:14]3[C:9](=[CH:10][CH:11]=[CH:12][CH:13]=3)[C:8]([OH:15])=[C:7]([C:16]([NH:36][NH:35][C:22](=[O:34])[CH2:23][CH2:24][CH2:25][CH2:26][CH2:27][CH2:28][CH2:29][CH2:30][CH2:31][CH2:32][CH3:33])=[O:17])[C:6]2=[O:21])[CH2:3][CH2:2]1, predict the reactants needed to synthesize it. The reactants are: [CH:1]1([CH2:4][N:5]2[C:14]3[C:9](=[CH:10][CH:11]=[CH:12][CH:13]=3)[C:8]([OH:15])=[C:7]([C:16](OCC)=[O:17])[C:6]2=[O:21])[CH2:3][CH2:2]1.[C:22]([NH:35][NH2:36])(=[O:34])[CH2:23][CH2:24][CH2:25][CH2:26][CH2:27][CH2:28][CH2:29][CH2:30][CH2:31][CH2:32][CH3:33]. (5) Given the product [CH2:1]([NH:3][C:4]([NH:6][C:7]1[CH:8]=[CH:9][C:10]([C:13]2[N:14]=[C:15]([N:30]3[CH2:35][CH2:34][O:33][CH2:32][C@@H:31]3[CH3:36])[C:16]3[CH2:22][CH2:21][N:20]([CH2:23][C:25]([CH3:29])([CH3:28])[CH2:26][OH:27])[CH2:19][C:17]=3[N:18]=2)=[CH:11][CH:12]=1)=[O:5])[CH3:2], predict the reactants needed to synthesize it. The reactants are: [CH2:1]([NH:3][C:4]([NH:6][C:7]1[CH:12]=[CH:11][C:10]([C:13]2[N:14]=[C:15]([N:30]3[CH2:35][CH2:34][O:33][CH2:32][C@@H:31]3[CH3:36])[C:16]3[CH2:22][CH2:21][N:20]([C:23]([C:25]4([CH3:29])[CH2:28][O:27][CH2:26]4)=O)[CH2:19][C:17]=3[N:18]=2)=[CH:9][CH:8]=1)=[O:5])[CH3:2].B.C([O-])(O)=O.[Na+].OO. (6) Given the product [Cl:49][C:34]1[C:35]([NH:37][C:38]2[C:47]([F:48])=[CH:46][CH:45]=[CH:44][C:39]=2[C:40]([NH:42][CH3:43])=[O:41])=[N:36][C:31]([NH:29][C:27]2[CH:26]=[CH:25][C:24]3[N:18]([CH2:16][CH3:17])[CH2:19][CH2:20][CH2:21][O:22][C:23]=3[CH:28]=2)=[N:32][CH:33]=1, predict the reactants needed to synthesize it. The reactants are: C12(CS(O)(=O)=O)C(C)(C)C(CC1)CC2=O.[CH2:16]([N:18]1[C:24]2[CH:25]=[CH:26][C:27]([NH2:29])=[CH:28][C:23]=2[O:22][CH2:21][CH2:20][CH2:19]1)[CH3:17].Cl[C:31]1[N:36]=[C:35]([NH:37][C:38]2[C:47]([F:48])=[CH:46][CH:45]=[CH:44][C:39]=2[C:40]([NH:42][CH3:43])=[O:41])[C:34]([Cl:49])=[CH:33][N:32]=1. (7) Given the product [C:5]([OH:8])(=[O:6])[CH:34]([CH:33]([C:1]([OH:4])=[O:3])[OH:36])[OH:35], predict the reactants needed to synthesize it. The reactants are: [C:1]([O-:4])([O-:3])=O.[C:5]([O-:8])([O-])=[O:6].OO.OO.OO.[Na+].[Na+].[Na+].[Na+].Cl([O-])=O.[Na+].C1N=C(N)C2N=CN([CH:33]([O:36]C(C=O)CO)[CH:34]=[O:35])C=2N=1. (8) Given the product [C:1]([N:4]1[C:13]2[C:8](=[CH:9][C:10]([C:36]3[CH:35]=[N:34][N:33]([CH:48]4[CH2:46][CH2:45]4)[CH:37]=3)=[C:11]([N+:14]([O-:16])=[O:15])[CH:12]=2)[N:7]([C:18]([O:20][CH:21]([CH3:23])[CH3:22])=[O:19])[CH2:6][C@@H:5]1[CH3:24])(=[O:3])[CH3:2], predict the reactants needed to synthesize it. The reactants are: [C:1]([N:4]1[C:13]2[C:8](=[CH:9][C:10](Br)=[C:11]([N+:14]([O-:16])=[O:15])[CH:12]=2)[N:7]([C:18]([O:20][CH:21]([CH3:23])[CH3:22])=[O:19])[CH2:6][C@@H:5]1[CH3:24])(=[O:3])[CH3:2].CC1(C)C(C)(C)OB([N:33]2[CH:37]=[CH:36][CH:35]=[N:34]2)O1.C(=O)([O-])[O-].[Cs+].[Cs+].[CH3:45][CH:46]([C:48]1C=C(C(C)C)C(C2C=CC=CC=2P(C2CCCCC2)C2CCCCC2)=C(C(C)C)C=1)C. (9) Given the product [CH3:14][O:15][C:16]([C:18]1[C:19]2([C:20]([O:22][CH3:23])=[O:21])[N:54]([CH2:53][CH2:52][C:51]3[C:55]4[C:48](=[CH:47][CH:46]=[C:45]([O:44][CH3:43])[CH:56]=4)[NH:49][C:50]=32)[CH:4]=[C:3]([C:12](=[O:13])[C:11]2[CH:10]=[CH:9][CH:8]=[CH:7][C:6]=2[OH:5])[CH:1]=1)=[O:17], predict the reactants needed to synthesize it. The reactants are: [CH:1]([C:3]1[C:12](=[O:13])[C:11]2[C:6](=[CH:7][CH:8]=[CH:9][CH:10]=2)[O:5][CH:4]=1)=O.[CH3:14][O:15][C:16]([C:18]#[C:19][C:20]([O:22][CH3:23])=[O:21])=[O:17].C1(P(C2C=CC=CC=2)C2C=CC=CC=2)C=CC=CC=1.[CH3:43][O:44][C:45]1[CH:56]=[C:55]2[C:48]([NH:49][CH:50]=[C:51]2[CH2:52][CH2:53][NH2:54])=[CH:47][CH:46]=1. (10) The reactants are: Cl[C:2]1[NH:10][C:9]2[C:4](=[N:5][CH:6]=[CH:7][CH:8]=2)[C:3]=1[C:11]#[N:12].[CH3:13][N:14]1[CH2:19][CH2:18][NH:17][CH2:16][CH2:15]1. Given the product [CH3:13][N:14]1[CH2:19][CH2:18][N:17]([C:2]2[NH:10][C:9]3[C:4](=[N:5][CH:6]=[CH:7][CH:8]=3)[C:3]=2[C:11]#[N:12])[CH2:16][CH2:15]1, predict the reactants needed to synthesize it.